Dataset: Reaction yield outcomes from USPTO patents with 853,638 reactions. Task: Predict the reaction yield, written as a fraction of the theoretical maximum amount of product (1.0 means a 100% yield; for example, 0.34 means a 34% yield). (1) The product is [N+:3]1([O-:17])[C:8]2[CH:9]=[C:10]3[CH2:15][CH2:14][O:13][C:11]3=[CH:12][C:7]=2[N+:6]([O-:1])=[C:5]([NH2:16])[N:4]=1. The yield is 0.370. The reactants are [OH:1]O.[N+:3]1([O-:17])[C:8]2[CH:9]=[C:10]3[CH2:15][CH2:14][O:13][C:11]3=[CH:12][C:7]=2[N:6]=[C:5]([NH2:16])[N:4]=1. The catalyst is CC(O)=O. (2) The reactants are I[C:2]1[CH:7]=[C:6]([N+:8]([O-:10])=[O:9])[CH:5]=[C:4]([O:11][CH3:12])[CH:3]=1.C(=O)([O-])[O-].[Cs+].[Cs+].[NH:19]1[CH2:24][CH2:23][O:22][CH2:21][CH2:20]1. The product is [CH3:12][O:11][C:4]1[CH:3]=[C:2]([N:19]2[CH2:24][CH2:23][O:22][CH2:21][CH2:20]2)[CH:7]=[C:6]([N+:8]([O-:10])=[O:9])[CH:5]=1. The yield is 0.960. The catalyst is C1(C)C=CC=CC=1.CC([O-])=O.CC([O-])=O.[Pd+2].C1C=CC(P(C2C(C3C(P(C4C=CC=CC=4)C4C=CC=CC=4)=CC=C4C=3C=CC=C4)=C3C(C=CC=C3)=CC=2)C2C=CC=CC=2)=CC=1. (3) The reactants are [OH:1][C:2]1[CH:3]=[C:4]2[C:8](=[CH:9][CH:10]=1)[C@H:7]([CH2:11][C:12]([O:14][CH2:15][CH3:16])=[O:13])[CH2:6][CH2:5]2.[CH3:17][C:18]1[O:22][C:21]([C:23]2[CH:28]=[CH:27][C:26]([CH3:29])=[CH:25][CH:24]=2)=[N:20][C:19]=1[CH2:30][CH2:31]O.CN(C(/N=N/C(N(C)C)=O)=O)C.C1C=CC(P(C2C=CC=CC=2)C2C=CC=CC=2)=CC=1. The catalyst is C(Cl)Cl. The product is [CH3:17][C:18]1[O:22][C:21]([C:23]2[CH:28]=[CH:27][C:26]([CH3:29])=[CH:25][CH:24]=2)=[N:20][C:19]=1[CH2:30][CH2:31][O:1][C:2]1[CH:3]=[C:4]2[C:8](=[CH:9][CH:10]=1)[C@H:7]([CH2:11][C:12]([O:14][CH2:15][CH3:16])=[O:13])[CH2:6][CH2:5]2. The yield is 0.805. (4) The reactants are C[Al](C)C.CCCCCC.[CH:11]1[C:16]([NH2:17])=[CH:15][CH:14]=[C:13]([S:18]([NH:21][C:22]2[S:26][CH:25]=[CH:24][N:23]=2)(=[O:20])=[O:19])[CH:12]=1.[Cl:27][C:28]1[CH:29]=[C:30]2[C:35](=[CH:36][CH:37]=1)[N:34]([C@H:38]1[CH2:42][CH2:41][O:40][C:39]1=[O:43])[CH2:33][CH2:32][CH2:31]2.Cl. The catalyst is ClCCl.C(OC(=O)C)C. The product is [Cl:27][C:28]1[CH:29]=[C:30]2[C:35](=[CH:36][CH:37]=1)[N:34]([C@@H:38]([CH2:42][CH2:41][OH:40])[C:39]([NH:17][C:16]1[CH:11]=[CH:12][C:13]([S:18](=[O:20])(=[O:19])[NH:21][C:22]3[S:26][CH:25]=[CH:24][N:23]=3)=[CH:14][CH:15]=1)=[O:43])[CH2:33][CH2:32][CH2:31]2. The yield is 0.300. (5) The yield is 0.750. The product is [Br:8][C:4]1[C:3]2[CH2:9][O:10][C:11](=[O:12])[NH:1][C:2]=2[CH:7]=[CH:6][CH:5]=1. The reactants are [NH2:1][C:2]1[CH:7]=[CH:6][CH:5]=[C:4]([Br:8])[C:3]=1[CH2:9][OH:10].[C:11](OC(Cl)(Cl)Cl)(OC(Cl)(Cl)Cl)=[O:12]. The catalyst is O1CCCC1. (6) The catalyst is O1CCOCC1. The yield is 0.120. The reactants are Br[C:2]1[CH:3]=[C:4]2[C@:15]3([CH2:19][S:18][C:17]([NH2:20])=[N:16]3)[C:14]3[C:9](=[CH:10][CH:11]=[C:12]([C:21]4[C:22]([F:27])=[N:23][CH:24]=[CH:25][CH:26]=4)[CH:13]=3)[O:8][C:5]2=[N:6][CH:7]=1.CC(N)CC1C=CC=CC=1.OP(O)(O)=O.C([Sn](CCCC)(CCCC)[C:48]1[N:53]=[CH:52][CH:51]=[CH:50][N:49]=1)CCC. The product is [F:27][C:22]1[C:21]([C:12]2[CH:13]=[C:14]3[C@@:15]4([CH2:19][S:18][C:17]([NH2:20])=[N:16]4)[C:4]4[C:5](=[N:6][CH:7]=[C:2]([C:48]5[N:53]=[CH:52][CH:51]=[CH:50][N:49]=5)[CH:3]=4)[O:8][C:9]3=[CH:10][CH:11]=2)=[CH:26][CH:25]=[CH:24][N:23]=1. (7) The reactants are [Br:1][C:2]1[CH:7]=[CH:6][C:5]([C@@H:8]2[O:13][CH2:12][CH2:11][NH:10][CH2:9]2)=[CH:4][CH:3]=1.C(N(CC)C(C)C)(C)C.[C:23](O[C:23]([O:25][C:26]([CH3:29])([CH3:28])[CH3:27])=[O:24])([O:25][C:26]([CH3:29])([CH3:28])[CH3:27])=[O:24]. The catalyst is C1COCC1. The product is [Br:1][C:2]1[CH:3]=[CH:4][C:5]([C@@H:8]2[O:13][CH2:12][CH2:11][N:10]([C:23]([O:25][C:26]([CH3:29])([CH3:28])[CH3:27])=[O:24])[CH2:9]2)=[CH:6][CH:7]=1. The yield is 0.920. (8) The reactants are [CH3:1][C:2]1[C:10]2[C:5](=[CH:6][CH:7]=[CH:8][CH:9]=2)[NH:4][C:3]=1[C:11]([OH:13])=O.F[P-](F)(F)(F)(F)F.[N:21]1([O:30][C:31](N(C)C)=[N+](C)C)[C:25]2C=CC=CC=2N=N1.C(N(CC)CC)C.Cl.CNOC. The catalyst is CN(C)C=O. The product is [CH3:31][O:30][N:21]([CH3:25])[C:11]([C:3]1[NH:4][C:5]2[C:10]([C:2]=1[CH3:1])=[CH:9][CH:8]=[CH:7][CH:6]=2)=[O:13]. The yield is 0.880. (9) The yield is 0.450. The product is [Cl:16][C:11]1[CH:12]=[CH:13][CH:14]=[CH:15][C:10]=1[C:8]1[CH:7]=[N:6][N:5]([CH2:1][CH2:2][C:3]#[C:4][C:18]2[CH:23]=[CH:22][CH:21]=[CH:20][N:19]=2)[N:9]=1. The reactants are [CH2:1]([N:5]1[N:9]=[C:8]([C:10]2[CH:15]=[CH:14][CH:13]=[CH:12][C:11]=2[Cl:16])[CH:7]=[N:6]1)[CH2:2][C:3]#[CH:4].Br[C:18]1[CH:23]=[CH:22][CH:21]=[CH:20][N:19]=1. No catalyst specified.